Dataset: Catalyst prediction with 721,799 reactions and 888 catalyst types from USPTO. Task: Predict which catalyst facilitates the given reaction. (1) Product: [F:12][C:13]1[CH:18]=[C:17]([F:19])[CH:16]=[CH:15][C:14]=1[C:20]([N:22]=[C:23]=[S:24])=[O:21].[F:12][C:13]1[CH:18]=[C:17]([F:19])[CH:16]=[CH:15][C:14]=1[C:20]([NH:22][C:23]([NH:44][C:43]1[CH:45]=[CH:46][C:40]([O:39][C:30]2[C:29]3[C:34](=[CH:35][C:36]([O:37][CH3:38])=[C:27]([O:26][CH3:25])[CH:28]=3)[N:33]=[CH:32][CH:31]=2)=[CH:41][CH:42]=1)=[S:24])=[O:21]. The catalyst class is: 8. Reactant: FC1C=C(F)C=CC=1C(Cl)=O.[F:12][C:13]1[CH:18]=[C:17]([F:19])[CH:16]=[CH:15][C:14]=1[C:20]([N:22]=[C:23]=[S:24])=[O:21].[CH3:25][O:26][C:27]1[CH:28]=[C:29]2[C:34](=[CH:35][C:36]=1[O:37][CH3:38])[N:33]=[CH:32][CH:31]=[C:30]2[O:39][C:40]1[CH:46]=[CH:45][C:43]([NH2:44])=[CH:42][CH:41]=1.C1(C)C=CC=CC=1. (2) Reactant: Cl.[Cl:2][CH2:3][CH2:4][CH2:5][NH2:6].[N:7]1[CH:12]=[CH:11][C:10]([CH:13]=O)=[CH:9][CH:8]=1.C([O-])([O-])=O.[K+].[K+]. Product: [Cl:2][CH2:3][CH2:4][CH2:5][N:6]=[CH:13][C:10]1[CH:11]=[CH:12][N:7]=[CH:8][CH:9]=1. The catalyst class is: 6. (3) Reactant: F[C:2]1[CH:9]=[C:8]([C:10]2[N:18]3[C:13]([C:14](=[O:19])[CH2:15][CH2:16][CH2:17]3)=[CH:12][CH:11]=2)[CH:7]=[CH:6][C:3]=1[C:4]#[N:5].C([N:23]([CH:26]([CH3:28])[CH3:27])CC)(C)C. Product: [OH:19][CH:14]1[CH2:15][CH2:27][CH:26]([NH:23][C:2]2[CH:9]=[C:8]([C:10]3[N:18]4[C:13]([C:14](=[O:19])[CH2:15][CH2:16][CH2:17]4)=[CH:12][CH:11]=3)[CH:7]=[CH:6][C:3]=2[C:4]#[N:5])[CH2:28][CH2:13]1. The catalyst class is: 16. (4) Reactant: C([O:4][CH2:5][C:6]([CH3:45])([CH3:44])[CH2:7][N:8]1[C:14]2[CH:15]=[CH:16][C:17]([Cl:19])=[CH:18][C:13]=2[C@@H:12]([C:20]2[CH:25]=[CH:24][CH:23]=[C:22]([O:26][CH3:27])[C:21]=2[O:28][CH3:29])[O:11][C@H:10]([CH2:30][C:31]2[O:32][C:33]([CH3:42])=[C:34]([CH2:36][CH2:37][C:38]([O:40]C)=[O:39])[N:35]=2)[C:9]1=[O:43])(=O)C.[OH-].[Na+].C(O)C. Product: [Cl:19][C:17]1[CH:16]=[CH:15][C:14]2[N:8]([CH2:7][C:6]([CH3:44])([CH3:45])[CH2:5][OH:4])[C:9](=[O:43])[C@@H:10]([CH2:30][C:31]3[O:32][C:33]([CH3:42])=[C:34]([CH2:36][CH2:37][C:38]([OH:40])=[O:39])[N:35]=3)[O:11][C@H:12]([C:20]3[CH:25]=[CH:24][CH:23]=[C:22]([O:26][CH3:27])[C:21]=3[O:28][CH3:29])[C:13]=2[CH:18]=1. The catalyst class is: 6. (5) Reactant: [NH:1]1[C:9]2[C:4](=[CH:5][CH:6]=[CH:7][CH:8]=2)[C:3]([CH:10]2[C:15](=[O:16])[CH2:14][C:13]([CH3:18])([CH3:17])[CH2:12][C:11]2=[O:19])=[CH:2]1.[F:20][B-:21]([F:24])([F:23])[F:22].[H+].[CH2:26](OC(OCC)OCC)C. Product: [F:20][B-:21]([F:24])([F:23])[F:22].[CH3:18][C:13]1([CH3:17])[CH2:14][C:15]2[O+:16]=[CH:26][C:2]3[NH:1][C:9]4[CH:8]=[CH:7][CH:6]=[CH:5][C:4]=4[C:3]=3[C:10]=2[C:11](=[O:19])[CH2:12]1. The catalyst class is: 27. (6) Reactant: Br[C:2]1[C:3]([N:17]2[C:21]([CH3:22])=[CH:20][C:19]([CH3:23])=[N:18]2)=[N:4][C:5]([NH:8][C:9]2[CH:14]=[CH:13][C:12]([F:15])=[C:11]([Cl:16])[CH:10]=2)=[N:6][CH:7]=1.[CH2:24]([O:26][C:27](=[O:39])/[CH:28]=[CH:29]/[C:30]1[CH:31]=[C:32](B(O)O)[CH:33]=[CH:34][CH:35]=1)[CH3:25].C(Cl)Cl.C(=O)([O-])[O-].[Na+].[Na+]. Product: [Cl:16][C:11]1[CH:10]=[C:9]([NH:8][C:5]2[N:4]=[C:3]([N:17]3[C:21]([CH3:22])=[CH:20][C:19]([CH3:23])=[N:18]3)[C:2]([C:32]3[CH:31]=[C:30](/[CH:29]=[CH:28]/[C:27]([O:26][CH2:24][CH3:25])=[O:39])[CH:35]=[CH:34][CH:33]=3)=[CH:7][N:6]=2)[CH:14]=[CH:13][C:12]=1[F:15]. The catalyst class is: 47.